From a dataset of hERG potassium channel inhibition data for cardiac toxicity prediction from Karim et al.. Regression/Classification. Given a drug SMILES string, predict its toxicity properties. Task type varies by dataset: regression for continuous values (e.g., LD50, hERG inhibition percentage) or binary classification for toxic/non-toxic outcomes (e.g., AMES mutagenicity, cardiotoxicity, hepatotoxicity). Dataset: herg_karim. (1) The molecule is CCOC(=O)C1=C(CN2CC(C)(C)OCC2C(=O)O)NC(c2nccs2)=NC1c1ccc(F)cc1Br. The result is 0 (non-blocker). (2) The molecule is O=S1(=O)CCC(C2NC(c3nc(-c4ccccc4)c[nH]3)Cc3c2[nH]c2ccccc32)CC1. The result is 1 (blocker).